This data is from Full USPTO retrosynthesis dataset with 1.9M reactions from patents (1976-2016). The task is: Predict the reactants needed to synthesize the given product. The reactants are: [CH3:1][C:2]1[O:6][N:5]=[C:4]([C:7]2[CH:12]=[CH:11][CH:10]=[CH:9][CH:8]=2)[C:3]=1[CH2:13][OH:14].[Cl:15][C:16]1[N:17]=[N:18][C:19](Cl)=[CH:20][C:21]=1[CH3:22]. Given the product [Cl:15][C:16]1[N:17]=[N:18][C:19]([O:14][CH2:13][C:3]2[C:4]([C:7]3[CH:12]=[CH:11][CH:10]=[CH:9][CH:8]=3)=[N:5][O:6][C:2]=2[CH3:1])=[CH:20][C:21]=1[CH3:22], predict the reactants needed to synthesize it.